This data is from Full USPTO retrosynthesis dataset with 1.9M reactions from patents (1976-2016). The task is: Predict the reactants needed to synthesize the given product. Given the product [NH2:2][CH2:1][C:3]1[C:4]([CH3:19])=[CH:5][C:6]([NH:11][C:12](=[O:18])[O:13][C:14]([CH3:15])([CH3:16])[CH3:17])=[N:7][C:8]=1[O:9][CH3:10], predict the reactants needed to synthesize it. The reactants are: [C:1]([C:3]1[C:4]([CH3:19])=[CH:5][C:6]([NH:11][C:12](=[O:18])[O:13][C:14]([CH3:17])([CH3:16])[CH3:15])=[N:7][C:8]=1[O:9][CH3:10])#[N:2].